From a dataset of Catalyst prediction with 721,799 reactions and 888 catalyst types from USPTO. Predict which catalyst facilitates the given reaction. (1) Reactant: [N+:1]([C:4]1[CH:5]=[C:6]([C:22]([O-:24])=[O:23])[C:7]2[CH2:8][CH2:9][N:10]([CH:15]([CH2:19][CH2:20][CH3:21])[CH2:16][CH2:17][CH3:18])[C:11](=[O:14])[C:12]=2[CH:13]=1)([O-])=O.[H][H].[CH3:27]O. Product: [NH2:1][C:4]1[CH:5]=[C:6]([C:22]([O:24][CH3:27])=[O:23])[C:7]2[CH2:8][CH2:9][N:10]([CH:15]([CH2:19][CH2:20][CH3:21])[CH2:16][CH2:17][CH3:18])[C:11](=[O:14])[C:12]=2[CH:13]=1. The catalyst class is: 45. (2) Reactant: Br[C:2]1[CH:3]=[C:4]([NH:13][S:14]([CH2:17][CH3:18])(=[O:16])=[O:15])[CH:5]=[CH:6][C:7]=1[O:8][CH2:9][CH:10]1[CH2:12][CH2:11]1.[CH3:19][C:20]1([CH3:36])[C:24]([CH3:26])([CH3:25])[O:23][B:22]([B:22]2[O:23][C:24]([CH3:26])([CH3:25])[C:20]([CH3:36])([CH3:19])[O:21]2)[O:21]1.CC([O-])=O.[K+].CC12CC3(C)P(C4C=CC=CC=4)C(C)(CC(C)(O3)O1)O2. Product: [CH:10]1([CH2:9][O:8][C:7]2[CH:6]=[CH:5][C:4]([NH:13][S:14]([CH2:17][CH3:18])(=[O:16])=[O:15])=[CH:3][C:2]=2[B:22]2[O:23][C:24]([CH3:26])([CH3:25])[C:20]([CH3:36])([CH3:19])[O:21]2)[CH2:12][CH2:11]1. The catalyst class is: 62. (3) Reactant: [OH:1][C:2]1[C:11]2[C:6](=[N:7][CH:8]=[CH:9][CH:10]=2)[N:5]([CH2:12][CH2:13][CH:14]([CH3:16])[CH3:15])[C:4](=[O:17])[C:3]=1[C:18]1[NH:23][C:22]2[CH:24]=[CH:25][C:26]([NH:28][S:29]([NH:32][C:33](=[O:38])[O:34][CH2:35][CH2:36]Cl)(=[O:31])=[O:30])=[CH:27][C:21]=2[S:20](=[O:40])(=[O:39])[N:19]=1.C(N(CC)CC)C.Cl. Product: [OH:1][C:2]1[C:11]2[C:6](=[N:7][CH:8]=[CH:9][CH:10]=2)[N:5]([CH2:12][CH2:13][CH:14]([CH3:16])[CH3:15])[C:4](=[O:17])[C:3]=1[C:18]1[NH:23][C:22]2[CH:24]=[CH:25][C:26]([NH:28][S:29]([N:32]3[CH2:36][CH2:35][O:34][C:33]3=[O:38])(=[O:31])=[O:30])=[CH:27][C:21]=2[S:20](=[O:40])(=[O:39])[N:19]=1. The catalyst class is: 4. (4) The catalyst class is: 362. Product: [Br:1][C:2]1[CH:6]=[C:5]([CH2:19][OH:20])[S:4][C:3]=1[C:7]([F:10])([F:9])[F:8]. Reactant: [Br:1][C:2]1[CH:6]=[CH:5][S:4][C:3]=1[C:7]([F:10])([F:9])[F:8].C([N-]C(C)C)(C)C.[Li+].[CH2:19]=[O:20].Cl.